This data is from Forward reaction prediction with 1.9M reactions from USPTO patents (1976-2016). The task is: Predict the product of the given reaction. Given the reactants [CH2:1]([C@:8]1([C:23]([NH:25][CH2:26][CH:27]([OH:34])[C:28]2[CH:33]=[CH:32][CH:31]=[CH:30][CH:29]=2)=[O:24])[O:12][C:11](=[O:13])[N:10]([C@@H:14]([C:16]2[CH:21]=[CH:20][CH:19]=[CH:18][CH:17]=2)[CH3:15])[C:9]1=[O:22])[C:2]1[CH:7]=[CH:6][CH:5]=[CH:4][CH:3]=1.CC(OI1(OC(C)=O)(OC(C)=O)OC(=O)C2C=CC=CC1=2)=O.C(=O)(O)[O-].[Na+].S([O-])([O-])(=O)=S.[Na+].[Na+], predict the reaction product. The product is: [CH2:1]([C@:8]1([C:23]([NH:25][CH2:26][C:27](=[O:34])[C:28]2[CH:29]=[CH:30][CH:31]=[CH:32][CH:33]=2)=[O:24])[O:12][C:11](=[O:13])[N:10]([C@@H:14]([C:16]2[CH:21]=[CH:20][CH:19]=[CH:18][CH:17]=2)[CH3:15])[C:9]1=[O:22])[C:2]1[CH:7]=[CH:6][CH:5]=[CH:4][CH:3]=1.